From a dataset of Full USPTO retrosynthesis dataset with 1.9M reactions from patents (1976-2016). Predict the reactants needed to synthesize the given product. Given the product [CH3:8][C:6]1([CH3:7])[C:2]([CH3:18])([CH3:1])[O:3][B:4]([C:9]2[CH:14]=[CH:13][C:12]([C:15]3([C:16]#[N:17])[CH2:32][CH2:31][CH2:30]3)=[CH:11][CH:10]=2)[O:5]1, predict the reactants needed to synthesize it. The reactants are: [CH3:1][C:2]1([CH3:18])[C:6]([CH3:8])([CH3:7])[O:5][B:4]([C:9]2[CH:14]=[CH:13][C:12]([CH2:15][C:16]#[N:17])=[CH:11][CH:10]=2)[O:3]1.C[Si]([N-][Si](C)(C)C)(C)C.[Na+].I[CH2:30][CH2:31][CH2:32]I.